Dataset: Catalyst prediction with 721,799 reactions and 888 catalyst types from USPTO. Task: Predict which catalyst facilitates the given reaction. (1) Reactant: Cl.[NH2:2][CH:3]1[CH2:7][CH2:6][CH:5]([OH:8])[CH2:4]1.[C:9]1([S:15]([N:18]2[C:22]3=[N:23][CH:24]=[C:25]([N+:28]([O-:30])=[O:29])[C:26](Cl)=[C:21]3[CH:20]=[CH:19]2)(=[O:17])=[O:16])[CH:14]=[CH:13][CH:12]=[CH:11][CH:10]=1.C(N(C(C)C)CC)(C)C. Product: [C:9]1([S:15]([N:18]2[C:22]3=[N:23][CH:24]=[C:25]([N+:28]([O-:30])=[O:29])[C:26]([NH:2][CH:3]4[CH2:7][CH2:6][CH:5]([OH:8])[CH2:4]4)=[C:21]3[CH:20]=[CH:19]2)(=[O:16])=[O:17])[CH:10]=[CH:11][CH:12]=[CH:13][CH:14]=1. The catalyst class is: 8. (2) Reactant: [F:1][C:2]1[CH:7]=[C:6]([NH2:8])[CH:5]=[CH:4][C:3]=1[NH:9][C:10]1[CH:15]=[CH:14][N:13]=[C:12]2[N:16](COCC[Si](C)(C)C)[CH:17]=[CH:18][C:11]=12.Cl[C:28]1[CH:33]=[C:32]([C:34]2[CH:39]=[CH:38][N:37]=[CH:36][CH:35]=2)[N:31]=[C:30]([NH2:40])[N:29]=1.Cl.[OH-].[Na+]. Product: [F:1][C:2]1[CH:7]=[C:6]([NH:8][C:28]2[CH:33]=[C:32]([C:34]3[CH:39]=[CH:38][N:37]=[CH:36][CH:35]=3)[N:31]=[C:30]([NH2:40])[N:29]=2)[CH:5]=[CH:4][C:3]=1[NH:9][C:10]1[CH:15]=[CH:14][N:13]=[C:12]2[NH:16][CH:17]=[CH:18][C:11]=12. The catalyst class is: 6.